From a dataset of Catalyst prediction with 721,799 reactions and 888 catalyst types from USPTO. Predict which catalyst facilitates the given reaction. (1) Reactant: [Cl:1][C:2]1[CH:3]=[C:4]([C:8]2[O:9][N:10]=[C:11]3[CH:16]=[CH:15][C:14]([C:17]([C:19]4[CH:24]=[CH:23][C:22]([CH3:25])=[CH:21][CH:20]=4)=[O:18])=[CH:13][C:12]=23)[CH:5]=[CH:6][CH:7]=1. Product: [NH2:10][C:11]1[CH:16]=[CH:15][C:14]([C:17](=[O:18])[C:19]2[CH:20]=[CH:21][C:22]([CH3:25])=[CH:23][CH:24]=2)=[CH:13][C:12]=1[C:8]([C:4]1[CH:5]=[CH:6][CH:7]=[C:2]([Cl:1])[CH:3]=1)=[O:9]. The catalyst class is: 20. (2) Reactant: [OH:1][C:2]1[N:7]=[C:6]2[N:8]([CH:11]3[CH2:16][CH2:15][CH2:14][CH2:13][C:12]3=[O:17])[CH:9]=[N:10][C:5]2=[CH:4][CH:3]=1.[BH4-].[Na+]. Product: [OH:17][CH:12]1[CH2:13][CH2:14][CH2:15][CH2:16][CH:11]1[N:8]1[C:6]2=[N:7][C:2]([OH:1])=[CH:3][CH:4]=[C:5]2[N:10]=[CH:9]1. The catalyst class is: 8.